This data is from Reaction yield outcomes from USPTO patents with 853,638 reactions. The task is: Predict the reaction yield, written as a fraction of the theoretical maximum amount of product (1.0 means a 100% yield; for example, 0.34 means a 34% yield). (1) The reactants are [NH2:1][CH2:2][CH2:3][CH2:4][C@H:5]1[O:9][C:8](=[O:10])[N:7]([C:11]2[CH:12]=[CH:13][C:14]3[S:19][CH2:18][C:17](=[O:20])[NH:16][C:15]=3[CH:21]=2)[CH2:6]1.[Cl:22][C:23]1[C:28]2[NH:29]C(=O)[O:31][C:32](=O)[C:27]=2[CH:26]=[CH:25][CH:24]=1. No catalyst specified. The product is [NH2:29][C:28]1[C:23]([Cl:22])=[CH:24][CH:25]=[CH:26][C:27]=1[C:32]([NH:1][CH2:2][CH2:3][CH2:4][C@H:5]1[O:9][C:8](=[O:10])[N:7]([C:11]2[CH:12]=[CH:13][C:14]3[S:19][CH2:18][C:17](=[O:20])[NH:16][C:15]=3[CH:21]=2)[CH2:6]1)=[O:31]. The yield is 0.700. (2) The reactants are [C:1]1(=[O:11])[C:10]2[C:5](=[CH:6][CH:7]=[CH:8][CH:9]=2)[CH:4]=[CH:3][NH:2]1.C1C(=O)N([Br:19])C(=O)C1. The catalyst is CN(C=O)C. The product is [Br:19][C:4]1[C:5]2[C:10](=[CH:9][CH:8]=[CH:7][CH:6]=2)[C:1](=[O:11])[NH:2][CH:3]=1. The yield is 0.680. (3) The reactants are Cl[C:2]1[N:9]=[CH:8][CH:7]=[CH:6][C:3]=1[CH:4]=O.[CH3:10][O:11][C:12](=[O:15])[CH2:13][SH:14].C([O-])([O-])=O.[K+].[K+]. The catalyst is CN(C=O)C.O. The product is [S:14]1[C:2]2=[N:9][CH:8]=[CH:7][CH:6]=[C:3]2[CH:4]=[C:13]1[C:12]([O:11][CH3:10])=[O:15]. The yield is 0.700. (4) The reactants are [F:1][C:2]1[C:10]([O:11][C:12]2[C:17]3=[C:18]([CH3:22])[C:19]([OH:21])=[CH:20][N:16]3[N:15]=[CH:14][N:13]=2)=[CH:9][CH:8]=[C:7]2[C:3]=1[CH:4]=[C:5]([CH3:23])[NH:6]2.[CH2:24]([CH:26]1[O:28][CH2:27]1)Cl.C(=O)([O-])[O-].[K+].[K+]. The catalyst is CN(C=O)C. The product is [F:1][C:2]1[C:10]([O:11][C:12]2[C:17]3=[C:18]([CH3:22])[C:19]([O:21][CH2:24][CH:26]4[CH2:27][O:28]4)=[CH:20][N:16]3[N:15]=[CH:14][N:13]=2)=[CH:9][CH:8]=[C:7]2[C:3]=1[CH:4]=[C:5]([CH3:23])[NH:6]2. The yield is 0.810. (5) The reactants are [CH3:1][O:2][C:3]1[CH:13]=[CH:12][CH:11]=[CH:10][C:4]=1/[CH:5]=[CH:6]/[C:7]([OH:9])=O.C(N1C=CN=C1)(N1C=CN=C1)=O.[CH2:26]([N:30]([S:40]([C:43]1[CH:48]=[CH:47][C:46]([N+:49]([O-:51])=[O:50])=[CH:45][CH:44]=1)(=[O:42])=[O:41])[C@H:31]([C:37]([OH:39])=[O:38])[CH2:32][CH2:33][CH2:34][CH2:35][NH2:36])[CH:27]([CH3:29])[CH3:28]. The catalyst is C1COCC1.C([O-])([O-])=O.[K+].[K+].Cl. The product is [CH2:26]([N:30]([S:40]([C:43]1[CH:48]=[CH:47][C:46]([N+:49]([O-:51])=[O:50])=[CH:45][CH:44]=1)(=[O:42])=[O:41])[C@H:31]([C:37]([OH:39])=[O:38])[CH2:32][CH2:33][CH2:34][CH2:35][NH:36][C:7](=[O:9])/[CH:6]=[CH:5]/[C:4]1[CH:10]=[CH:11][CH:12]=[CH:13][C:3]=1[O:2][CH3:1])[CH:27]([CH3:29])[CH3:28]. The yield is 0.710.